Dataset: Catalyst prediction with 721,799 reactions and 888 catalyst types from USPTO. Task: Predict which catalyst facilitates the given reaction. (1) The catalyst class is: 24. Product: [F:1][C:2]1[CH:9]=[CH:8][CH:7]=[C:6]([S:10]([N:13]2[CH2:17][CH2:16][S:15](=[O:19])[CH2:14]2)(=[O:12])=[O:11])[C:3]=1[C:4]#[N:5]. Reactant: [F:1][C:2]1[CH:9]=[CH:8][CH:7]=[C:6]([S:10]([N:13]2[CH2:17][CH2:16][S:15][CH2:14]2)(=[O:12])=[O:11])[C:3]=1[C:4]#[N:5].I([O-])(=O)(=O)=[O:19].[Na+]. (2) The catalyst class is: 424. Reactant: [NH2:1][C@@H:2]([CH:5]([CH2:8][CH3:9])[CH2:6][CH3:7])[CH2:3][OH:4].[Cl:10][C:11]1[S:15][C:14]([S:16](Cl)(=[O:18])=[O:17])=[CH:13][CH:12]=1. Product: [Cl:10][C:11]1[S:15][C:14]([S:16]([NH:1][C@H:2]([CH2:3][OH:4])[CH:5]([CH2:8][CH3:9])[CH2:6][CH3:7])(=[O:18])=[O:17])=[CH:13][CH:12]=1. (3) Reactant: C(N(C(C)C)CC)(C)C.[NH2:10][C:11]1[CH:12]=[N:13][CH:14]=[CH:15][CH:16]=1.CN(C(ON1N=NC2C=CC=NC1=2)=[N+](C)C)C.F[P-](F)(F)(F)(F)F.[CH:41]([C:43]1[CH:44]=[CH:45][C:46]([O:52][CH2:53][C:54]2[CH:59]=[CH:58][CH:57]=[CH:56][CH:55]=2)=[C:47]([CH:51]=1)[C:48](O)=[O:49])=[O:42]. Product: [CH:41]([C:43]1[CH:44]=[CH:45][C:46]([O:52][CH2:53][C:54]2[CH:59]=[CH:58][CH:57]=[CH:56][CH:55]=2)=[C:47]([CH:51]=1)[C:48]([NH:10][C:11]1[CH:12]=[N:13][CH:14]=[CH:15][CH:16]=1)=[O:49])=[O:42]. The catalyst class is: 255. (4) Reactant: C([O-])(=O)C.[Na+].Cl.[NH2:7][OH:8].[F:9][C:10]1[C:19]2[C:14](=[CH:15][CH:16]=[CH:17][CH:18]=2)[C:13]([CH:20]=O)=[CH:12][CH:11]=1. Product: [F:9][C:10]1[C:19]2[C:14](=[CH:15][CH:16]=[CH:17][CH:18]=2)[C:13]([CH:20]=[N:7][OH:8])=[CH:12][CH:11]=1. The catalyst class is: 20. (5) Reactant: [O:1]=[C:2]1[C@@H:8]2[C@@H:4]([CH2:5][CH2:6][NH:7]2)[N:3]1[S:9]([OH:12])(=[O:11])=[O:10].C(=O)(O)[O-].[Na+].O=C1CCC(=O)N1[O:25][C:26]([NH:28][CH:29]1[CH2:37][CH2:36][CH2:35][CH2:34][N:33]([C:38]([O:40][CH2:41][C:42]2[CH:47]=[CH:46][CH:45]=[CH:44][CH:43]=2)=[O:39])[CH2:32][CH2:31][CH2:30]1)=O. Product: [CH2:41]([O:40][C:38]([N:33]1[CH2:34][CH2:35][CH2:36][CH2:37][CH:29]([NH:28][C:26]([N:7]2[CH2:6][CH2:5][C@@H:4]3[C@H:8]2[C:2](=[O:1])[N:3]3[S:9]([OH:12])(=[O:11])=[O:10])=[O:25])[CH2:30][CH2:31][CH2:32]1)=[O:39])[C:42]1[CH:47]=[CH:46][CH:45]=[CH:44][CH:43]=1. The catalyst class is: 192.